Dataset: NCI-60 drug combinations with 297,098 pairs across 59 cell lines. Task: Regression. Given two drug SMILES strings and cell line genomic features, predict the synergy score measuring deviation from expected non-interaction effect. (1) Drug 1: CCC1=CC2CC(C3=C(CN(C2)C1)C4=CC=CC=C4N3)(C5=C(C=C6C(=C5)C78CCN9C7C(C=CC9)(C(C(C8N6C)(C(=O)OC)O)OC(=O)C)CC)OC)C(=O)OC.C(C(C(=O)O)O)(C(=O)O)O. Drug 2: CC1=C2C(C(=O)C3(C(CC4C(C3C(C(C2(C)C)(CC1OC(=O)C(C(C5=CC=CC=C5)NC(=O)OC(C)(C)C)O)O)OC(=O)C6=CC=CC=C6)(CO4)OC(=O)C)O)C)O. Cell line: UO-31. Synergy scores: CSS=7.23, Synergy_ZIP=-4.81, Synergy_Bliss=-4.58, Synergy_Loewe=-1.10, Synergy_HSA=-1.12. (2) Drug 1: C1CNP(=O)(OC1)N(CCCl)CCCl. Drug 2: CCC1(C2=C(COC1=O)C(=O)N3CC4=CC5=C(C=CC(=C5CN(C)C)O)N=C4C3=C2)O.Cl. Cell line: SF-539. Synergy scores: CSS=7.06, Synergy_ZIP=-19.5, Synergy_Bliss=-37.8, Synergy_Loewe=-83.8, Synergy_HSA=-34.2.